From a dataset of Reaction yield outcomes from USPTO patents with 853,638 reactions. Predict the reaction yield, written as a fraction of the theoretical maximum amount of product (1.0 means a 100% yield; for example, 0.34 means a 34% yield). (1) The reactants are [CH3:1][O:2][C:3]1[CH:15]=[CH:14][C:6]([O:7][CH2:8][C:9]2([CH2:12]O)[CH2:11][CH2:10]2)=[CH:5][CH:4]=1.C1(P(C2C=CC=CC=2)C2C=CC=CC=2)C=CC=CC=1.N1C=CN=C1.[I:40]I. The catalyst is CN(C=O)C.CCOCC. The product is [I:40][CH2:12][C:9]1([CH2:8][O:7][C:6]2[CH:14]=[CH:15][C:3]([O:2][CH3:1])=[CH:4][CH:5]=2)[CH2:11][CH2:10]1. The yield is 0.870. (2) The reactants are [C:1]([O:5][C:6](=[O:23])[C:7]([S:10][C:11]1[CH:12]=[C:13]2[C:17](=[CH:18][CH:19]=1)[CH2:16][CH:15]([NH:20][CH2:21][CH3:22])[CH2:14]2)([CH3:9])[CH3:8])([CH3:4])([CH3:3])[CH3:2].[F:24][C:25]([F:37])([F:36])[O:26][C:27]1[CH:32]=[CH:31][C:30]([N:33]=[C:34]=[O:35])=[CH:29][CH:28]=1. The catalyst is C(Cl)Cl. The product is [C:1]([O:5][C:6](=[O:23])[C:7]([S:10][C:11]1[CH:12]=[C:13]2[C:17](=[CH:18][CH:19]=1)[CH2:16][CH:15]([N:20]([CH2:21][CH3:22])[C:34]([NH:33][C:30]1[CH:31]=[CH:32][C:27]([O:26][C:25]([F:24])([F:36])[F:37])=[CH:28][CH:29]=1)=[O:35])[CH2:14]2)([CH3:9])[CH3:8])([CH3:2])([CH3:3])[CH3:4]. The yield is 0.620. (3) The reactants are [N:1]1[C:2]([CH2:10][O:11][C:12]2[CH:17]=[CH:16][N+:15]([O-])=[CH:14][CH:13]=2)=[CH:3][N:4]2[CH:9]=[CH:8][CH:7]=[CH:6][C:5]=12.C(OC(=O)C)(=[O:21])C. No catalyst specified. The product is [N:1]1[C:2]([CH2:10][O:11][C:12]2[CH:17]=[CH:16][NH:15][C:14](=[O:21])[CH:13]=2)=[CH:3][N:4]2[CH:9]=[CH:8][CH:7]=[CH:6][C:5]=12. The yield is 0.630.